This data is from Peptide-MHC class I binding affinity with 185,985 pairs from IEDB/IMGT. The task is: Regression. Given a peptide amino acid sequence and an MHC pseudo amino acid sequence, predict their binding affinity value. This is MHC class I binding data. (1) The peptide sequence is ATISYRIKL. The MHC is HLA-B40:01 with pseudo-sequence HLA-B40:01. The binding affinity (normalized) is 0.0847. (2) The peptide sequence is EPINPEEL. The MHC is H-2-Kb with pseudo-sequence H-2-Kb. The binding affinity (normalized) is 0.0735. (3) The peptide sequence is NRDVSFQDL. The MHC is HLA-A01:01 with pseudo-sequence HLA-A01:01. The binding affinity (normalized) is 0.0847. (4) The peptide sequence is YQAVVPLVY. The MHC is HLA-B44:02 with pseudo-sequence HLA-B44:02. The binding affinity (normalized) is 0.376. (5) The peptide sequence is VTDLENRLK. The MHC is HLA-A11:01 with pseudo-sequence HLA-A11:01. The binding affinity (normalized) is 0.699.